Dataset: Forward reaction prediction with 1.9M reactions from USPTO patents (1976-2016). Task: Predict the product of the given reaction. (1) Given the reactants [NH2:1][C@@H:2]([CH3:5])[CH2:3][OH:4].C(N(CC)CC)C.[C:13](O[C:13]([O:15][C:16]([CH3:19])([CH3:18])[CH3:17])=[O:14])([O:15][C:16]([CH3:19])([CH3:18])[CH3:17])=[O:14], predict the reaction product. The product is: [C:16]([O:15][C:13]([NH:1][C@@H:2]([CH3:5])[CH2:3][OH:4])=[O:14])([CH3:19])([CH3:18])[CH3:17]. (2) Given the reactants Cl.[CH3:2][NH2:3].C[Al](C)C.C1(C)C=CC=CC=1.[F:15][C:16]1[CH:17]=[C:18]([CH:23]=[CH:24][C:25]=1[CH2:26][N:27]1[C:35]2[C:30](=[C:31]([F:36])[CH:32]=[CH:33][CH:34]=2)[C:29]([C:37](=[O:46])[NH:38][C@H:39]2[CH2:44][CH2:43][CH2:42][CH2:41][C@@H:40]2[OH:45])=[CH:28]1)[C:19](OC)=[O:20].[O-]S([O-])(=O)=O.[Mg+2], predict the reaction product. The product is: [F:36][C:31]1[CH:32]=[CH:33][CH:34]=[C:35]2[C:30]=1[C:29]([C:37]([NH:38][C@H:39]1[CH2:44][CH2:43][CH2:42][CH2:41][C@@H:40]1[OH:45])=[O:46])=[CH:28][N:27]2[CH2:26][C:25]1[CH:24]=[CH:23][C:18]([C:19](=[O:20])[NH:3][CH3:2])=[CH:17][C:16]=1[F:15]. (3) Given the reactants [O:1]1[CH2:5][CH2:4][NH:3][C:2]1=[O:6].[H-].[Na+].Cl[CH2:10][CH2:11][C:12]([N:14]([C:16]1[C:17]([Cl:27])=[N:18][N:19]([C:21]2[CH:22]=[N:23][CH:24]=[CH:25][CH:26]=2)[CH:20]=1)[CH3:15])=[O:13], predict the reaction product. The product is: [Cl:27][C:17]1[C:16]([N:14]([CH3:15])[C:12](=[O:13])[CH2:11][CH2:10][N:3]2[CH2:4][CH2:5][O:1][C:2]2=[O:6])=[CH:20][N:19]([C:21]2[CH:22]=[N:23][CH:24]=[CH:25][CH:26]=2)[N:18]=1. (4) Given the reactants [Cl:1][C:2]1[N:7]=[CH:6][C:5]([CH2:8][NH2:9])=[CH:4][CH:3]=1.Br[CH2:11][CH2:12][CH2:13][C:14]#[N:15].C(=O)([O-])[O-].[K+].[K+], predict the reaction product. The product is: [Cl:1][C:2]1[N:7]=[CH:6][C:5]([CH2:8][NH:9][CH2:11][CH2:12][CH2:13][C:14]#[N:15])=[CH:4][CH:3]=1. (5) Given the reactants C([N:8]([CH2:24][C@H:25]([OH:46])[CH2:26][O:27][C:28]1[CH:33]=[CH:32][C:31]([O:34]CC2C=CC=CC=2)=[C:30]([S:42]([CH3:45])(=[O:44])=[O:43])[CH:29]=1)[C@H:9]1[CH2:14][CH2:13][C@H:12]([C:15]2[CH:23]=[CH:22][C:18]([C:19]([OH:21])=O)=[CH:17][CH:16]=2)[CH2:11][CH2:10]1)C1C=CC=CC=1.[CH2:47]1[C:55]2[C:50](=[CH:51][CH:52]=[CH:53][CH:54]=2)[CH2:49][NH:48]1, predict the reaction product. The product is: [CH2:47]1[C:55]2[C:50](=[CH:51][CH:52]=[CH:53][CH:54]=2)[CH2:49][N:48]1[C:19]([C:18]1[CH:17]=[CH:16][C:15]([C@H:12]2[CH2:11][CH2:10][C@H:9]([NH:8][CH2:24][C@H:25]([OH:46])[CH2:26][O:27][C:28]3[CH:33]=[CH:32][C:31]([OH:34])=[C:30]([S:42]([CH3:45])(=[O:43])=[O:44])[CH:29]=3)[CH2:14][CH2:13]2)=[CH:23][CH:22]=1)=[O:21]. (6) Given the reactants Cl[C:2]1[C:11]2[C:6](=[CH:7][CH:8]=[CH:9][CH:10]=2)[CH:5]=[C:4]([NH:12][C:13]2[CH:17]=[C:16]([CH3:18])[NH:15][N:14]=2)[N:3]=1.[F:19][C:20]1[CH:21]=[C:22](B(O)O)[CH:23]=[CH:24][C:25]=1[F:26], predict the reaction product. The product is: [F:19][C:20]1[CH:21]=[C:22]([C:2]2[C:11]3[C:6](=[CH:7][CH:8]=[CH:9][CH:10]=3)[CH:5]=[C:4]([NH:12][C:13]3[CH:17]=[C:16]([CH3:18])[NH:15][N:14]=3)[N:3]=2)[CH:23]=[CH:24][C:25]=1[F:26].